From a dataset of Catalyst prediction with 721,799 reactions and 888 catalyst types from USPTO. Predict which catalyst facilitates the given reaction. (1) Reactant: [OH-].[Na+].C[O:4][C:5](=[O:30])[CH2:6][CH2:7][C@H:8]([C@@H:10]1[C@:27]2([CH3:28])[C@H:13]([C@H:14]3[C@H:24]([CH2:25][CH2:26]2)[C@:22]2([CH3:23])[C@@H:17]([CH2:18][C@@H:19]([NH2:29])[CH2:20][CH2:21]2)[CH2:16][CH2:15]3)[CH2:12][CH2:11]1)[CH3:9]. Product: [NH2:29][C@H:19]1[CH2:20][CH2:21][C@@:22]2([CH3:23])[C@H:17]([CH2:16][CH2:15][C@@H:14]3[C@@H:24]2[CH2:25][CH2:26][C@@:27]2([CH3:28])[C@H:13]3[CH2:12][CH2:11][C@@H:10]2[C@H:8]([CH3:9])[CH2:7][CH2:6][C:5]([OH:30])=[O:4])[CH2:18]1. The catalyst class is: 5. (2) Reactant: Br[C:2]1[CH:3]=[N:4][CH:5]=[C:6]2[C:11]=1[N:10]=[C:9]([C:12]([NH:14][CH2:15][C:16]([CH3:19])([CH3:18])[CH3:17])=[O:13])[CH:8]=[CH:7]2.[F:20][C:21]1[CH:22]=[C:23](B(O)O)[CH:24]=[CH:25][C:26]=1[F:27].C(=O)([O-])[O-].[Cs+].[Cs+]. Product: [F:20][C:21]1[CH:22]=[C:23]([C:2]2[CH:3]=[N:4][CH:5]=[C:6]3[C:11]=2[N:10]=[C:9]([C:12]([NH:14][CH2:15][C:16]([CH3:19])([CH3:18])[CH3:17])=[O:13])[CH:8]=[CH:7]3)[CH:24]=[CH:25][C:26]=1[F:27]. The catalyst class is: 688. (3) Reactant: Cl.[NH2:2][CH2:3][C:4]1[CH:9]=[CH:8][C:7]([C:10]2[C:11]([C:17]([O:19][CH3:20])=[O:18])=[C:12]([F:16])[CH:13]=[CH:14][CH:15]=2)=[CH:6][C:5]=1[F:21].Cl.[N:23]1[C:32]2[NH:31][CH2:30][CH2:29][CH2:28][C:27]=2[CH:26]=[CH:25][C:24]=1[CH2:33][C:34](O)=[O:35].O.ON1C2C=CC=CC=2N=N1.C(N(CC)CC)C.Cl.CN(C)CCCN=C=NCC. Product: [F:16][C:12]1[CH:13]=[CH:14][CH:15]=[C:10]([C:7]2[CH:8]=[CH:9][C:4]([CH2:3][NH:2][C:34](=[O:35])[CH2:33][C:24]3[CH:25]=[CH:26][C:27]4[CH2:28][CH2:29][CH2:30][NH:31][C:32]=4[N:23]=3)=[C:5]([F:21])[CH:6]=2)[C:11]=1[C:17]([O:19][CH3:20])=[O:18]. The catalyst class is: 56. (4) Reactant: [CH2:1]([O:8][CH:9]([C:50]1[CH:55]=[CH:54][C:53]([F:56])=[CH:52][CH:51]=1)[CH2:10][CH2:11][CH:12]([CH:27]([C:36]1[CH:41]=[CH:40][C:39]([O:42][CH2:43][C:44]2[CH:49]=[CH:48][CH:47]=[CH:46][CH:45]=2)=[CH:38][CH:37]=1)[NH:28][C:29]1[CH:34]=[CH:33][C:32]([F:35])=[CH:31][CH:30]=1)C(N1C(C2C=CC=CC=2)COC1=O)=O)[C:2]1[CH:7]=[CH:6][CH:5]=[CH:4][CH:3]=1.C[O-].[Na+].[CH3:60][O:61][C:62](=O)[O:63]C.Cl. Product: [CH3:60][O:61][C:62](=[O:63])[CH:12]([CH:27]([C:36]1[CH:37]=[CH:38][C:39]([O:42][CH2:43][C:44]2[CH:45]=[CH:46][CH:47]=[CH:48][CH:49]=2)=[CH:40][CH:41]=1)[NH:28][C:29]1[CH:34]=[CH:33][C:32]([F:35])=[CH:31][CH:30]=1)[CH2:11][CH2:10][CH:9]([O:8][CH2:1][C:2]1[CH:7]=[CH:6][CH:5]=[CH:4][CH:3]=1)[C:50]1[CH:55]=[CH:54][C:53]([F:56])=[CH:52][CH:51]=1. The catalyst class is: 4. (5) Reactant: [K].[CH3:2][C:3]1[CH:4]=[N:5][C:6]([CH2:12][S+:13]([O-:25])[C:14]2[NH:15][C:16]3[CH:17]=[CH:18][C:19]([O:23][CH3:24])=[CH:20][C:21]=3[N:22]=2)=[C:7]([CH3:11])[C:8]=1[O:9][CH3:10].[OH2:26].O.O.O.O.O.[Cl-].[Sr+2:33].[Cl-]. Product: [CH3:2][C:3]1[CH:4]=[N:5][C:6]([CH2:12][S+:13]([O-:25])[C:14]2[N-:15][C:16]3[CH:17]=[CH:18][C:19]([O:23][CH3:24])=[CH:20][C:21]=3[N:22]=2)=[C:7]([CH3:11])[C:8]=1[O:9][CH3:10].[CH3:2][C:3]1[CH:4]=[N:5][C:6]([CH2:12][S+:13]([O-:25])[C:14]2[N-:15][C:16]3[CH:17]=[CH:18][C:19]([O:23][CH3:24])=[CH:20][C:21]=3[N:22]=2)=[C:7]([CH3:11])[C:8]=1[O:9][CH3:10].[OH2:26].[OH2:9].[OH2:9].[OH2:9].[Sr+2:33]. The catalyst class is: 6. (6) Reactant: [OH:1][CH2:2][CH2:3][N:4]1[CH:8]=[CH:7][N:6]=[CH:5]1.[H-].[Na+].F[C:12]1[CH:17]=[CH:16][C:15]([N+:18]([O-:20])=[O:19])=[CH:14][CH:13]=1.O. Product: [N+:18]([C:15]1[CH:16]=[CH:17][C:12]([O:1][CH2:2][CH2:3][N:4]2[CH:8]=[CH:7][N:6]=[CH:5]2)=[CH:13][CH:14]=1)([O-:20])=[O:19]. The catalyst class is: 1. (7) Reactant: [N+]([O-])(O)=O.OS(O)(=O)=O.[CH3:10][C:11]1C=C(C=CC=1)C(O)=O.CC1C([N+]([O-])=O)=C(C([N+]([O-])=O)=CC=1)C(O)=O.[CH3:36][C:37]1[C:38]([N+:49]([O-:51])=[O:50])=[CH:39][C:40]([N+:46]([O-:48])=[O:47])=[C:41]([CH:45]=1)[C:42]([OH:44])=[O:43].O=S(Cl)Cl. Product: [CH3:36][C:37]1[C:38]([N+:49]([O-:51])=[O:50])=[CH:39][C:40]([N+:46]([O-:48])=[O:47])=[C:41]([CH:45]=1)[C:42]([O:44][CH2:10][CH3:11])=[O:43]. The catalyst class is: 14.